The task is: Predict the reactants needed to synthesize the given product.. This data is from Full USPTO retrosynthesis dataset with 1.9M reactions from patents (1976-2016). The reactants are: [CH3:1][CH2:2][O:3][CH:4]([O:13][CH2:14][CH3:15])[C:5]1[CH:10]=[CH:9][C:8]([CH:11]=O)=[CH:7][CH:6]=1.[O:16]1[CH2:21][CH2:20][N:19]([CH2:22][CH2:23][CH2:24][NH2:25])[CH2:18][CH2:17]1.[BH4-].[Na+]. Given the product [CH2:2]([O:3][CH:4]([O:13][CH2:14][CH3:15])[C:5]1[CH:10]=[CH:9][C:8]([CH2:11][NH:25][CH2:24][CH2:23][CH2:22][N:19]2[CH2:20][CH2:21][O:16][CH2:17][CH2:18]2)=[CH:7][CH:6]=1)[CH3:1], predict the reactants needed to synthesize it.